From a dataset of Full USPTO retrosynthesis dataset with 1.9M reactions from patents (1976-2016). Predict the reactants needed to synthesize the given product. (1) Given the product [C:9]1([C:8]2[CH2:7][CH2:6][NH:5][CH2:4][C:3]=2[CH2:2][OH:1])[CH:10]=[CH:11][CH:12]=[CH:13][CH:14]=1.[ClH:22], predict the reactants needed to synthesize it. The reactants are: [OH:1][CH2:2][C:3]1[CH2:4][N:5](C(OC(C)(C)C)=O)[CH2:6][CH2:7][C:8]=1[C:9]1[CH:14]=[CH:13][CH:12]=[CH:11][CH:10]=1.[ClH:22]. (2) Given the product [F:15][CH:2]([F:1])[C:3]1[C:12]2[CH2:11][CH2:10][CH2:9][C:8](=[O:13])[C:7]=2[N:6]=[C:5]([CH3:14])[CH:4]=1, predict the reactants needed to synthesize it. The reactants are: [F:1][CH:2]([F:15])[C:3]1[C:12]2[CH2:11][CH2:10][CH2:9][CH:8]([OH:13])[C:7]=2[N:6]=[C:5]([CH3:14])[CH:4]=1. (3) Given the product [C:9]([C:8]1[CH:11]=[CH:12][C:5]([C:2]2([NH:1][C:13](=[O:14])[O:15][C:16]([CH3:19])([CH3:18])[CH3:17])[CH2:4][CH2:3]2)=[CH:6][CH:7]=1)#[N:10], predict the reactants needed to synthesize it. The reactants are: [NH2:1][C:2]1([C:5]2[CH:12]=[CH:11][C:8]([C:9]#[N:10])=[CH:7][CH:6]=2)[CH2:4][CH2:3]1.[C:13](O[C:13]([O:15][C:16]([CH3:19])([CH3:18])[CH3:17])=[O:14])([O:15][C:16]([CH3:19])([CH3:18])[CH3:17])=[O:14].O. (4) Given the product [O:5]=[C:3]1[CH2:2][S:1][C:9](=[S:10])[N:8]1[CH2:11][CH2:12][S:13]([O:16][CH2:17][CH3:18])(=[O:15])=[O:14], predict the reactants needed to synthesize it. The reactants are: [SH:1][CH2:2][C:3]([O:5]CC)=O.[N:8]([CH2:11][CH2:12][S:13]([O:16][CH2:17][CH3:18])(=[O:15])=[O:14])=[C:9]=[S:10].N(CCS(O)(=O)=O)=C=S.C(N(CC)CC)C. (5) Given the product [CH3:1][O:2][C:3]1[CH:12]=[CH:11][C:10]2[C:5](=[CH:6][CH:7]=[C:8]([C:13]3[CH:18]=[CH:17][C:16]([O:19][CH3:20])=[CH:15][CH:14]=3)[CH:9]=2)[C:4]=1[C:22]1[CH:27]=[CH:26][CH:25]=[CH:24][CH:23]=1, predict the reactants needed to synthesize it. The reactants are: [CH3:1][O:2][C:3]1[CH:12]=[CH:11][C:10]2[C:5](=[CH:6][CH:7]=[C:8]([C:13]3[CH:18]=[CH:17][C:16]([O:19][CH3:20])=[CH:15][CH:14]=3)[CH:9]=2)[C:4]=1Br.[C:22]1([Mg]Br)[CH:27]=[CH:26][CH:25]=[CH:24][CH:23]=1.Cl. (6) Given the product [OH:1][C:2]1[CH:11]=[C:10]([CH2:12][CH2:13][C:14]2[CH:19]=[CH:18][CH:17]=[CH:16][C:15]=2[CH2:20][CH2:21][C:22]2[CH:23]=[CH:24][CH:25]=[CH:26][CH:27]=2)[CH:9]=[CH:8][C:3]=1[C:4]([OH:6])=[O:5], predict the reactants needed to synthesize it. The reactants are: [OH:1][C:2]1[CH:11]=[C:10]([CH2:12][CH2:13][C:14]2[CH:19]=[CH:18][CH:17]=[CH:16][C:15]=2[CH2:20][CH2:21][C:22]2[CH:27]=[CH:26][CH:25]=[CH:24][CH:23]=2)[CH:9]=[CH:8][C:3]=1[C:4]([O:6]C)=[O:5].[OH-].[Na+]. (7) Given the product [CH2:42]([NH:49][NH:50][C:7]([C@@H:6]([NH:5][S:2]([CH3:1])(=[O:4])=[O:3])[C:10]([CH3:13])([CH3:12])[CH3:11])=[O:8])[C:43]1[CH:48]=[CH:47][CH:46]=[CH:45][CH:44]=1, predict the reactants needed to synthesize it. The reactants are: [CH3:1][S:2]([NH:5][C@@H:6]([C:10]([CH3:13])([CH3:12])[CH3:11])[C:7](O)=[O:8])(=[O:4])=[O:3].CCN=C=NCCCN(C)C.C1C=CC2N(O)N=NC=2C=1.CN1CCOCC1.[CH2:42]([NH:49][NH2:50])[C:43]1[CH:48]=[CH:47][CH:46]=[CH:45][CH:44]=1.CCN(CC)CC.